Task: Predict hERG channel inhibition at various concentrations.. Dataset: hERG Central: cardiac toxicity at 1µM, 10µM, and general inhibition (1) The drug is Cc1cc(N2CCN(Cc3nc(-c4ccc(F)cc4)oc3C)CC2)cc(C)n1. Results: hERG_inhib (hERG inhibition (general)): blocker. (2) The drug is Cc1ccc(Cl)cc1NC(=O)CN1CCN(S(=O)(=O)N2CCOCC2)CC1. Results: hERG_inhib (hERG inhibition (general)): blocker. (3) The compound is Cc1ccc(S(=O)(=O)Cc2ccc(C(=O)N3CCN(c4ccc(F)cc4)CC3)o2)cc1. Results: hERG_inhib (hERG inhibition (general)): blocker. (4) The compound is Cc1cccc(N2CCN(CCCNC(=O)C3CCCN(c4ncnc5c4nc4n5CCCCC4)C3)CC2C)c1. Results: hERG_inhib (hERG inhibition (general)): blocker. (5) The molecule is CN(C)CCSCc1nnc2n1-c1ccc(Cl)cc1C(c1ccccc1Cl)=NC2.c1ccccc1. Results: hERG_inhib (hERG inhibition (general)): blocker. (6) The molecule is COc1ccc(O)c(CN2CCN(CCCc3ccccc3)C(CCO)C2)c1. Results: hERG_inhib (hERG inhibition (general)): blocker. (7) The molecule is O=C(Nc1ccccc1Oc1cccnc1)C1CCCN(C/C=C/c2ccc(F)cc2)C1. Results: hERG_inhib (hERG inhibition (general)): blocker. (8) The molecule is COc1cc(OC)c(NC(=O)CN(C)S(=O)(=O)c2ccc(-c3ccc(=O)[nH]n3)s2)cc1Cl. Results: hERG_inhib (hERG inhibition (general)): blocker. (9) The molecule is COc1ccccc1N1CCN(C2=Nc3cccc4cccc2c34)CC1. Results: hERG_inhib (hERG inhibition (general)): blocker. (10) The drug is O=C(c1ccccc1Oc1ccc([N+](=O)[O-])cc1)N1CCOCC1. Results: hERG_inhib (hERG inhibition (general)): blocker.